This data is from Forward reaction prediction with 1.9M reactions from USPTO patents (1976-2016). The task is: Predict the product of the given reaction. (1) Given the reactants [CH2:1]([CH:3]1[NH:8][C:7](=O)[CH:6]([CH2:10][CH3:11])[NH:5][C:4]1=O)[CH3:2].O=P(Cl)(Cl)[Cl:15], predict the reaction product. The product is: [Cl:15][C:4]1[C:3]([CH2:1][CH3:2])=[N:8][CH:7]=[C:6]([CH2:10][CH3:11])[N:5]=1. (2) Given the reactants [C:1]([C:3]1[C:8](=O)[NH:7][C:6]([C:10]2[CH:21]=[CH:20][C:13]([C:14]([O:16]C(C)C)=[O:15])=[CH:12][CH:11]=2)=[CH:5][C:4]=1[S:22][CH3:23])#[N:2].P(Cl)(Cl)([Cl:26])=O.CN(C=O)C.Cl, predict the reaction product. The product is: [Cl:26][C:8]1[N:7]=[C:6]([C:10]2[CH:21]=[CH:20][C:13]([C:14]([OH:16])=[O:15])=[CH:12][CH:11]=2)[CH:5]=[C:4]([S:22][CH3:23])[C:3]=1[C:1]#[N:2]. (3) Given the reactants [H-].[Na+].[Br:3][C:4]1[C:5](Cl)=[N:6][CH:7]=[C:8]([N+:10]([O-:12])=[O:11])[CH:9]=1.[CH2:14]([OH:19])[C:15]([F:18])([F:17])[F:16], predict the reaction product. The product is: [Br:3][C:4]1[C:5]([O:19][CH2:14][C:15]([F:18])([F:17])[F:16])=[N:6][CH:7]=[C:8]([N+:10]([O-:12])=[O:11])[CH:9]=1. (4) Given the reactants [CH3:1][N:2]([CH3:32])[C:3](=O)[C:4]1[CH:9]=[CH:8][CH:7]=[C:6]([CH2:10][N:11]2[C:19]3[C:14](=[CH:15][C:16]([C:20]([OH:29])([C:25]([F:28])([F:27])[F:26])[C:21]([F:24])([F:23])[F:22])=[CH:17][CH:18]=3)[CH:13]=[C:12]2[CH3:30])[CH:5]=1.CSC.B.CO, predict the reaction product. The product is: [CH3:1][N:2]([CH2:3][C:4]1[CH:5]=[C:6]([CH:7]=[CH:8][CH:9]=1)[CH2:10][N:11]1[C:19]2[C:14](=[CH:15][C:16]([C:20]([OH:29])([C:25]([F:27])([F:28])[F:26])[C:21]([F:23])([F:22])[F:24])=[CH:17][CH:18]=2)[CH:13]=[C:12]1[CH3:30])[CH3:32].